This data is from NCI-60 drug combinations with 297,098 pairs across 59 cell lines. The task is: Regression. Given two drug SMILES strings and cell line genomic features, predict the synergy score measuring deviation from expected non-interaction effect. (1) Drug 1: CN1CCC(CC1)COC2=C(C=C3C(=C2)N=CN=C3NC4=C(C=C(C=C4)Br)F)OC. Drug 2: C(CCl)NC(=O)N(CCCl)N=O. Cell line: OVCAR-4. Synergy scores: CSS=12.1, Synergy_ZIP=-1.76, Synergy_Bliss=-1.53, Synergy_Loewe=-8.66, Synergy_HSA=-3.64. (2) Drug 1: CC1C(C(CC(O1)OC2CC(OC(C2O)C)OC3=CC4=CC5=C(C(=O)C(C(C5)C(C(=O)C(C(C)O)O)OC)OC6CC(C(C(O6)C)O)OC7CC(C(C(O7)C)O)OC8CC(C(C(O8)C)O)(C)O)C(=C4C(=C3C)O)O)O)O. Drug 2: CCN(CC)CCCC(C)NC1=C2C=C(C=CC2=NC3=C1C=CC(=C3)Cl)OC. Cell line: SK-MEL-28. Synergy scores: CSS=20.8, Synergy_ZIP=-0.639, Synergy_Bliss=-2.09, Synergy_Loewe=-2.61, Synergy_HSA=-2.25.